Predict which catalyst facilitates the given reaction. From a dataset of Catalyst prediction with 721,799 reactions and 888 catalyst types from USPTO. (1) Reactant: [F:1][C:2]1[CH:3]=[CH:4][C:5]([C@H:8]([NH:10][C:11](=[O:17])[O:12][C:13]([CH3:16])([CH3:15])[CH3:14])[CH3:9])=[N:6][CH:7]=1.ClC1C=CC=C(C(OO)=[O:26])C=1.S([O-])([O-])=O.[Na+].[Na+].C(=O)(O)[O-].[Na+]. Product: [F:1][C:2]1[CH:3]=[CH:4][C:5]([C@H:8]([NH:10][C:11](=[O:17])[O:12][C:13]([CH3:16])([CH3:15])[CH3:14])[CH3:9])=[N+:6]([O-:26])[CH:7]=1. The catalyst class is: 4. (2) Reactant: [NH:1]1[CH2:6][CH2:5][CH2:4][CH2:3][CH2:2]1.C(=O)([O-])[O-].[Cs+].[Cs+].Br[CH2:14][C:15]#[CH:16]. Product: [CH2:16]([N:1]1[CH2:6][CH2:5][CH2:4][CH2:3][CH2:2]1)[C:15]#[CH:14]. The catalyst class is: 21.